Dataset: Full USPTO retrosynthesis dataset with 1.9M reactions from patents (1976-2016). Task: Predict the reactants needed to synthesize the given product. The reactants are: [F:1][C:2]1[CH:3]=[CH:4][C:5]([CH3:11])=[C:6]([CH:10]=1)[C:7]([OH:9])=[O:8].OS(O)(=O)=O.[CH3:17]O. Given the product [CH3:17][O:8][C:7](=[O:9])[C:6]1[CH:10]=[C:2]([F:1])[CH:3]=[CH:4][C:5]=1[CH3:11], predict the reactants needed to synthesize it.